Dataset: Reaction yield outcomes from USPTO patents with 853,638 reactions. Task: Predict the reaction yield, written as a fraction of the theoretical maximum amount of product (1.0 means a 100% yield; for example, 0.34 means a 34% yield). (1) The yield is 0.480. The reactants are [OH:1][CH2:2][CH2:3][N:4]1[C:12]2[CH:11]=[CH:10][CH:9]=[CH:8][C:7]=2[C:6]2[CH2:13][CH2:14][N:15](C(OC(C)(C)C)=O)[CH2:16][CH2:17][C:5]1=2.[ClH:25].C1C2C3C=CC=CC=3N(CC(O)=O)C=2CCNC1. The product is [ClH:25].[CH2:13]1[C:6]2[C:7]3[CH:8]=[CH:9][CH:10]=[CH:11][C:12]=3[N:4]([CH2:3][CH2:2][OH:1])[C:5]=2[CH2:17][CH2:16][NH:15][CH2:14]1. No catalyst specified. (2) The reactants are C(N(CC)C(C)C)(C)C.FC(F)(F)C(O)=O.[Cl:17][C:18]1[CH:19]=[CH:20][C:21]2[O:25][C:24]([C:26]3[CH:31]=[CH:30][C:29]([C:32]([N:34]4[CH2:39][CH2:38][NH:37][CH2:36][CH2:35]4)=[O:33])=[CH:28][CH:27]=3)=[N:23][C:22]=2[CH:40]=1.[OH:41][C:42]1([C:45](O)=[O:46])[CH2:44][CH2:43]1.F[P-](F)(F)(F)(F)F.N1(OC(N(C)C)=[N+](C)C)C2C=CC=CC=2N=N1. The catalyst is CN(C=O)C.O. The product is [Cl:17][C:18]1[CH:19]=[CH:20][C:21]2[O:25][C:24]([C:26]3[CH:27]=[CH:28][C:29]([C:32]([N:34]4[CH2:35][CH2:36][N:37]([C:45]([C:42]5([OH:41])[CH2:44][CH2:43]5)=[O:46])[CH2:38][CH2:39]4)=[O:33])=[CH:30][CH:31]=3)=[N:23][C:22]=2[CH:40]=1. The yield is 0.590. (3) The reactants are [CH3:1][N:2]([CH3:23])[C:3]([C:5]1[CH:6]=[C:7]([OH:22])[C:8]2[N:12]=[C:11]([CH3:13])[N:10](C(OC(C)(C)C)=O)[C:9]=2[CH:21]=1)=[O:4].[F:24][C:25]1[CH:26]=[CH:27][C:28]([CH3:36])=[C:29]2[C:34]=1[O:33][CH2:32][CH2:31][CH:30]2O. No catalyst specified. The product is [F:24][C:25]1[CH:26]=[CH:27][C:28]([CH3:36])=[C:29]2[C:34]=1[O:33][CH2:32][CH2:31][CH:30]2[O:22][C:7]1[C:8]2[N:12]=[C:11]([CH3:13])[NH:10][C:9]=2[CH:21]=[C:5]([C:3]([N:2]([CH3:1])[CH3:23])=[O:4])[CH:6]=1. The yield is 0.320. (4) The reactants are [CH2:1]([C:3]([C:17]1[CH:30]=[CH:29][C:20]([O:21][CH2:22][C:23](=[O:28])[C:24]([CH3:27])([CH3:26])[CH3:25])=[C:19]([CH3:31])[CH:18]=1)([C:6]1[CH:11]=[CH:10][C:9]([C:12]2[NH:16][N:15]=[N:14][N:13]=2)=[CH:8][CH:7]=1)[CH2:4][CH3:5])[CH3:2].[BH4-].[Na+]. The catalyst is CCO. The product is [CH2:1]([C:3]([C:17]1[CH:30]=[CH:29][C:20]([O:21][CH2:22][CH:23]([OH:28])[C:24]([CH3:25])([CH3:27])[CH3:26])=[C:19]([CH3:31])[CH:18]=1)([C:6]1[CH:11]=[CH:10][C:9]([C:12]2[NH:16][N:15]=[N:14][N:13]=2)=[CH:8][CH:7]=1)[CH2:4][CH3:5])[CH3:2]. The yield is 0.860. (5) The reactants are Cl[C:2]1[N:7]=[C:6]([NH:8][C@H:9]2[CH2:13][CH2:12][N:11]([C:14]([O:16][C:17]([CH3:20])([CH3:19])[CH3:18])=[O:15])[CH2:10]2)[C:5]([C:21]2[CH:26]=[CH:25][CH:24]=[CH:23][CH:22]=2)=[CH:4][N:3]=1.[OH:27][C:28]1[CH:33]=[CH:32][CH:31]=[CH:30][C:29]=1B(O)O.C([O-])([O-])=O.[Na+].[Na+].O. The catalyst is [Pd].COCCOC. The product is [OH:27][C:28]1[CH:33]=[CH:32][CH:31]=[CH:30][C:29]=1[C:2]1[N:7]=[C:6]([NH:8][C@H:9]2[CH2:13][CH2:12][N:11]([C:14]([O:16][C:17]([CH3:20])([CH3:19])[CH3:18])=[O:15])[CH2:10]2)[C:5]([C:21]2[CH:26]=[CH:25][CH:24]=[CH:23][CH:22]=2)=[CH:4][N:3]=1. The yield is 0.890.